From a dataset of Forward reaction prediction with 1.9M reactions from USPTO patents (1976-2016). Predict the product of the given reaction. (1) Given the reactants [Cl:1][C:2]1[C:3]([N:27]([CH3:29])[CH3:28])=[CH:4][C:5]2[N:11]=[C:10]([C:12]3[CH:17]=[CH:16][CH:15]=[C:14]([C:18]4[S:19][CH:20]=[C:21]([CH2:23]Cl)[N:22]=4)[CH:13]=3)[CH2:9][C:8](=[O:25])[NH:7][C:6]=2[CH:26]=1.[CH3:30][NH2:31].O.[OH-].[Na+], predict the reaction product. The product is: [Cl:1][C:2]1[C:3]([N:27]([CH3:29])[CH3:28])=[CH:4][C:5]2[N:11]=[C:10]([C:12]3[CH:17]=[CH:16][CH:15]=[C:14]([C:18]4[S:19][CH:20]=[C:21]([CH2:23][NH:31][CH3:30])[N:22]=4)[CH:13]=3)[CH2:9][C:8](=[O:25])[NH:7][C:6]=2[CH:26]=1. (2) Given the reactants [CH3:1][C:2]1[S:3][C:4]([C:7]2[CH:12]=[C:11]([O:13][C:14]3[C:15]([CH3:23])=[N:16][C:17]([N+:20]([O-])=O)=[CH:18][CH:19]=3)[CH:10]=[CH:9][N:8]=2)=[CH:5][N:6]=1, predict the reaction product. The product is: [CH3:23][C:15]1[N:16]=[C:17]([NH2:20])[CH:18]=[CH:19][C:14]=1[O:13][C:11]1[CH:10]=[CH:9][N:8]=[C:7]([C:4]2[S:3][C:2]([CH3:1])=[N:6][CH:5]=2)[CH:12]=1.